This data is from Forward reaction prediction with 1.9M reactions from USPTO patents (1976-2016). The task is: Predict the product of the given reaction. Given the reactants [CH3:1][S:2]([O:5][CH:6]1[CH2:11][CH2:10][C:9]([CH2:13][CH:14]=C)([OH:12])[CH2:8][CH2:7]1)(=[O:4])=[O:3].N1C(C)=CC=CC=1C.I([O-])(=O)(=O)=[O:25].[Na+].C([O-])(O)=O.[Na+], predict the reaction product. The product is: [CH3:1][S:2]([O:5][CH:6]1[CH2:7][CH2:8][C:9]([OH:12])([CH2:13][CH:14]=[O:25])[CH2:10][CH2:11]1)(=[O:3])=[O:4].